Dataset: Peptide-MHC class II binding affinity with 134,281 pairs from IEDB. Task: Regression. Given a peptide amino acid sequence and an MHC pseudo amino acid sequence, predict their binding affinity value. This is MHC class II binding data. (1) The peptide sequence is RPLWIIFSGNMNIKL. The MHC is HLA-DQA10102-DQB10602 with pseudo-sequence HLA-DQA10102-DQB10602. The binding affinity (normalized) is 0.206. (2) The peptide sequence is GLGSLTTLLRALGAQ. The MHC is DRB1_0404 with pseudo-sequence DRB1_0404. The binding affinity (normalized) is 0.576. (3) The binding affinity (normalized) is 0.466. The MHC is HLA-DQA10201-DQB10303 with pseudo-sequence HLA-DQA10201-DQB10303. The peptide sequence is VKREACPGTSVIIDG. (4) The peptide sequence is EKKYFAAPQFEPLAA. The MHC is HLA-DQA10501-DQB10301 with pseudo-sequence HLA-DQA10501-DQB10301. The binding affinity (normalized) is 0.222. (5) The peptide sequence is SCTMPPVSFHGSDGC. The MHC is DRB1_0404 with pseudo-sequence DRB1_0404. The binding affinity (normalized) is 0.225. (6) The binding affinity (normalized) is 0.343. The peptide sequence is PRTKYTATISGLKPG. The MHC is DRB1_1501 with pseudo-sequence DRB1_1501. (7) The peptide sequence is TSKGICSCGAFKVPG. The MHC is DRB1_0101 with pseudo-sequence DRB1_0101. The binding affinity (normalized) is 0.627.